Dataset: Catalyst prediction with 721,799 reactions and 888 catalyst types from USPTO. Task: Predict which catalyst facilitates the given reaction. (1) Reactant: F[C:2]1[N:7]2[CH:8]=[C:9]([CH2:11][N:12]3[C@H:25]4[C@H:16]([CH2:17][CH2:18][C:19]5[C:24]4=[N:23][CH:22]=[CH:21][CH:20]=5)[CH2:15][CH2:14][CH2:13]3)[N:10]=[C:6]2[CH:5]=[CH:4][CH:3]=1. Product: [N:12]1([CH2:11][C:9]2[N:10]=[C:6]3[CH:5]=[CH:4][CH:3]=[C:2]([N:7]([CH3:6])[CH2:8][CH2:9][CH2:11][NH:12][CH3:13])[N:7]3[CH:8]=2)[C@H:25]2[C@H:16]([CH2:17][CH2:18][C:19]3[C:24]2=[N:23][CH:22]=[CH:21][CH:20]=3)[CH2:15][CH2:14][CH2:13]1. The catalyst class is: 16. (2) Reactant: Cl[C:2]1[N:7]=[CH:6][N:5]=[C:4]([N:8]2[CH2:13][CH2:12][N:11]([C:14]([O:16][C:17]([CH3:20])([CH3:19])[CH3:18])=[O:15])[CH2:10][CH2:9]2)[CH:3]=1.[F:21][C:22]1[CH:23]=[C:24](OB(O)O)[CH:25]=[CH:26][CH:27]=1.C(=O)([O-])[O-].[Na+].[Na+].C1(C)C=CC=CC=1. Product: [F:21][C:22]1[CH:27]=[C:26]([C:2]2[N:7]=[CH:6][N:5]=[C:4]([N:8]3[CH2:13][CH2:12][N:11]([C:14]([O:16][C:17]([CH3:20])([CH3:19])[CH3:18])=[O:15])[CH2:10][CH2:9]3)[CH:3]=2)[CH:25]=[CH:24][CH:23]=1. The catalyst class is: 6.